Dataset: Reaction yield outcomes from USPTO patents with 853,638 reactions. Task: Predict the reaction yield, written as a fraction of the theoretical maximum amount of product (1.0 means a 100% yield; for example, 0.34 means a 34% yield). (1) The yield is 0.420. The catalyst is C(OC)(OC)OC. The reactants are [Cl:1][C:2]1[N:7]=[C:6]2[CH:8]=[N:9][C:10]([Cl:12])=[CH:11][C:5]2=[N:4][C:3]=1[NH:13][NH2:14].[CH3:15]COCC. The product is [Cl:1][C:2]1[C:3]2[N:4]([CH:15]=[N:14][N:13]=2)[C:5]2[CH:11]=[C:10]([Cl:12])[N:9]=[CH:8][C:6]=2[N:7]=1. (2) The reactants are [Cl:1][C:2]1[N:7]=[C:6](Cl)[N:5]=[C:4]([NH:9][C:10]2[CH:15]=[CH:14][CH:13]=[CH:12][CH:11]=2)[N:3]=1.[CH2:16]1[O:25][C:24]2[CH:23]=[CH:22][C:20]([NH2:21])=[CH:19][C:18]=2[O:17]1. No catalyst specified. The product is [O:25]1[C:24]2[CH:23]=[CH:22][C:20]([NH:21][C:6]3[N:5]=[C:4]([NH:9][C:10]4[CH:15]=[CH:14][CH:13]=[CH:12][CH:11]=4)[N:3]=[C:2]([Cl:1])[N:7]=3)=[CH:19][C:18]=2[O:17][CH2:16]1. The yield is 0.420.